From a dataset of Peptide-MHC class I binding affinity with 185,985 pairs from IEDB/IMGT. Regression. Given a peptide amino acid sequence and an MHC pseudo amino acid sequence, predict their binding affinity value. This is MHC class I binding data. (1) The peptide sequence is IQNALEKAL. The MHC is HLA-B51:01 with pseudo-sequence HLA-B51:01. The binding affinity (normalized) is 0.0847. (2) The peptide sequence is SRWRIRSGL. The MHC is HLA-B27:20 with pseudo-sequence HLA-B27:20. The binding affinity (normalized) is 0.898. (3) The peptide sequence is WALEMADTF. The MHC is H-2-Kb with pseudo-sequence H-2-Kb. The binding affinity (normalized) is 0.339. (4) The peptide sequence is GLYNLLIRC. The binding affinity (normalized) is 0.469. The MHC is HLA-A03:02 with pseudo-sequence YFAMYQENVAQTDVDTLYIIYRDYTWAVQAYTWY. (5) The peptide sequence is LLEQLIENI. The MHC is HLA-A68:02 with pseudo-sequence HLA-A68:02. The binding affinity (normalized) is 0. (6) The peptide sequence is MGNGCFKIYH. The MHC is HLA-A68:01 with pseudo-sequence HLA-A68:01. The binding affinity (normalized) is 0.385. (7) The peptide sequence is KIKLPTWLGA. The MHC is HLA-A02:01 with pseudo-sequence HLA-A02:01. The binding affinity (normalized) is 0.0345.